Dataset: Catalyst prediction with 721,799 reactions and 888 catalyst types from USPTO. Task: Predict which catalyst facilitates the given reaction. (1) Reactant: [Cl:1][C:2]1[CH:3]=[CH:4][C:5]2[CH:9]=[C:8]([S:10]([N:13]3[CH2:18][CH2:17][N:16]([CH2:19][C:20]#[N:21])[CH2:15][CH2:14]3)(=[O:12])=[O:11])[S:7][C:6]=2[CH:22]=1.C(N(C(C)C)CC)(C)C.[SH2:32]. Product: [Cl:1][C:2]1[CH:3]=[CH:4][C:5]2[CH:9]=[C:8]([S:10]([N:13]3[CH2:14][CH2:15][N:16]([CH2:19][C:20]([NH2:21])=[S:32])[CH2:17][CH2:18]3)(=[O:11])=[O:12])[S:7][C:6]=2[CH:22]=1. The catalyst class is: 8. (2) Reactant: [CH3:1][NH:2][C:3]1[C:4]([NH2:12])=[CH:5][C:6]([N+:9]([O-:11])=[O:10])=[CH:7][CH:8]=1.[CH:13]([N:16]=[C:17]=S)([CH3:15])[CH3:14].CC1C=CC(S([O-])(=O)=O)=CC=1.C[N+]1(CCN=C=NC2CCCCC2)CCOCC1. Product: [CH:13]([NH:16][C:17]1[N:2]([CH3:1])[C:3]2[CH:8]=[CH:7][C:6]([N+:9]([O-:11])=[O:10])=[CH:5][C:4]=2[N:12]=1)([CH3:15])[CH3:14]. The catalyst class is: 17. (3) Reactant: Cl.[C@H:2]12[CH2:8][C@H:5]([O:6][CH2:7]1)[CH2:4][NH:3]2.[Br:9][C:10]1[CH:17]=[CH:16][C:13]([CH2:14]Br)=[CH:12][CH:11]=1.C(N(CC)CC)C. Product: [Br:9][C:10]1[CH:17]=[CH:16][C:13]([CH2:14][N:3]2[CH2:4][C@@H:5]3[CH2:8][C@H:2]2[CH2:7][O:6]3)=[CH:12][CH:11]=1. The catalyst class is: 9. (4) Reactant: [CH3:1][O:2][C:3]1[CH:8]=[CH:7][C:6]([C:9]([C:11]2[CH:16]=[CH:15][C:14]([O:17][CH2:18][C:19]3[CH:24]=[CH:23][CH:22]=[CH:21][CH:20]=3)=[CH:13][CH:12]=2)=[O:10])=[C:5]([O:25]COC)[CH:4]=1.Cl. Product: [CH2:18]([O:17][C:14]1[CH:13]=[CH:12][C:11]([C:9]([C:6]2[CH:7]=[CH:8][C:3]([O:2][CH3:1])=[CH:4][C:5]=2[OH:25])=[O:10])=[CH:16][CH:15]=1)[C:19]1[CH:24]=[CH:23][CH:22]=[CH:21][CH:20]=1. The catalyst class is: 21. (5) Reactant: [Br-:1].CC(C)(C)OC(=O)[NH:6][CH2:7][CH2:8][NH:9][C:10](=[O:33])[CH2:11][CH2:12][CH2:13][P+:14]([C:27]1[CH:32]=[CH:31][CH:30]=[CH:29][CH:28]=1)([C:21]1[CH:26]=[CH:25][CH:24]=[CH:23][CH:22]=1)[C:15]1[CH:20]=[CH:19][CH:18]=[CH:17][CH:16]=1.C(O)(C(F)(F)F)=O. Product: [Br-:1].[NH2:6][CH2:7][CH2:8][NH:9][C:10](=[O:33])[CH2:11][CH2:12][CH2:13][P+:14]([C:15]1[CH:20]=[CH:19][CH:18]=[CH:17][CH:16]=1)([C:21]1[CH:26]=[CH:25][CH:24]=[CH:23][CH:22]=1)[C:27]1[CH:32]=[CH:31][CH:30]=[CH:29][CH:28]=1. The catalyst class is: 2. (6) Reactant: [CH3:1][CH:2]([OH:4])[CH3:3].[H-].[Na+].Cl[C:8]1[C:13]([N+:14]([O-:16])=[O:15])=[CH:12][C:11]([N+:17]([O-:19])=[O:18])=[CH:10][C:9]=1[C:20]([F:23])([F:22])[F:21]. Product: [N+:14]([C:13]1[C:8]([O:4][CH:2]([CH3:3])[CH3:1])=[C:9]([C:20]([F:23])([F:22])[F:21])[CH:10]=[C:11]([N+:17]([O-:19])=[O:18])[CH:12]=1)([O-:16])=[O:15]. The catalyst class is: 1.